Dataset: Reaction yield outcomes from USPTO patents with 853,638 reactions. Task: Predict the reaction yield, written as a fraction of the theoretical maximum amount of product (1.0 means a 100% yield; for example, 0.34 means a 34% yield). The reactants are [Si:1]([O:8][CH2:9][C@H:10]1[O:18][C@H:17]2[C@H:13]([N:14]=[C:15]([N:19]([CH3:27])[C:20](=[O:26])[O:21][C:22]([CH3:25])([CH3:24])[CH3:23])[S:16]2)[C@@H:12]([F:28])[C:11]1=[O:29])([C:4]([CH3:7])([CH3:6])[CH3:5])([CH3:3])[CH3:2].[BH4-].[Na+].C(=O)=O. The catalyst is CO. The product is [Si:1]([O:8][CH2:9][C@H:10]1[O:18][C@H:17]2[C@H:13]([N:14]=[C:15]([N:19]([CH3:27])[C:20](=[O:26])[O:21][C:22]([CH3:24])([CH3:23])[CH3:25])[S:16]2)[C@@H:12]([F:28])[C@H:11]1[OH:29])([C:4]([CH3:7])([CH3:5])[CH3:6])([CH3:3])[CH3:2]. The yield is 0.370.